From a dataset of Forward reaction prediction with 1.9M reactions from USPTO patents (1976-2016). Predict the product of the given reaction. Given the reactants [C:1]1([C:7]2[C:11]([C:12]([F:15])([F:14])[F:13])=[C:10]([C:16]3[O:20][N:19]=[C:18]4[C:21]5[C:26]([CH2:27][CH2:28][C:17]=34)=[CH:25][C:24]([CH:29]=O)=[CH:23][CH:22]=5)[O:9][N:8]=2)[CH:6]=[CH:5][CH:4]=[CH:3][CH:2]=1.[NH:31]1[CH2:34][CH:33]([C:35]([O:37][C:38]([CH3:41])([CH3:40])[CH3:39])=[O:36])[CH2:32]1.CC(O)=O.C(O[BH-](OC(=O)C)OC(=O)C)(=O)C.[Na+].C(=O)(O)[O-].[Na+], predict the reaction product. The product is: [C:1]1([C:7]2[C:11]([C:12]([F:13])([F:14])[F:15])=[C:10]([C:16]3[O:20][N:19]=[C:18]4[C:21]5[C:26]([CH2:27][CH2:28][C:17]=34)=[CH:25][C:24]([CH2:29][N:31]3[CH2:32][CH:33]([C:35]([O:37][C:38]([CH3:41])([CH3:40])[CH3:39])=[O:36])[CH2:34]3)=[CH:23][CH:22]=5)[O:9][N:8]=2)[CH:2]=[CH:3][CH:4]=[CH:5][CH:6]=1.